Dataset: Reaction yield outcomes from USPTO patents with 853,638 reactions. Task: Predict the reaction yield, written as a fraction of the theoretical maximum amount of product (1.0 means a 100% yield; for example, 0.34 means a 34% yield). (1) The reactants are [CH2:1]([N:3]([Si](C)(C)C)[CH2:4][CH3:5])[CH3:2].[F:10][C:11]([F:17])([F:16])[S:12]([O-:15])(=[O:14])=[O:13].[CH3:18][NH+:19]1[CH2:23][CH2:22][N:21]([CH3:24])[CH:20]1Cl. The catalyst is C(Cl)(Cl)Cl. The product is [F:10][C:11]([F:17])([F:16])[S:12]([O-:15])(=[O:14])=[O:13].[CH3:18][NH+:19]1[CH2:23][CH2:22][N:21]([CH3:24])[CH:20]1[N:3]([CH2:4][CH3:5])[CH2:1][CH3:2]. The yield is 0.982. (2) The reactants are [CH3:1][O:2][C:3](=[O:22])[CH:4]([C:9]1[CH:14]=[CH:13][C:12]([NH2:15])=[C:11]([C:16]2[CH2:21][CH2:20][CH2:19][CH2:18][CH:17]=2)[CH:10]=1)[C:5]([O:7][CH3:8])=[O:6].[K+].[C:24]([C:26]1[N:27]=[C:28]([C:39]([O-])=[O:40])[N:29]([CH2:31][O:32][CH2:33][CH2:34][Si:35]([CH3:38])([CH3:37])[CH3:36])[CH:30]=1)#[N:25].F[P-](F)(F)(F)(F)F.Br[P+](N1CCCC1)(N1CCCC1)N1CCCC1.C(N(CC)C(C)C)(C)C. The catalyst is CN(C=O)C.CCOC(C)=O. The product is [CH3:1][O:2][C:3](=[O:22])[CH:4]([C:9]1[CH:14]=[CH:13][C:12]([NH:15][C:39]([C:28]2[N:29]([CH2:31][O:32][CH2:33][CH2:34][Si:35]([CH3:38])([CH3:37])[CH3:36])[CH:30]=[C:26]([C:24]#[N:25])[N:27]=2)=[O:40])=[C:11]([C:16]2[CH2:21][CH2:20][CH2:19][CH2:18][CH:17]=2)[CH:10]=1)[C:5]([O:7][CH3:8])=[O:6]. The yield is 0.850.